From a dataset of Forward reaction prediction with 1.9M reactions from USPTO patents (1976-2016). Predict the product of the given reaction. (1) Given the reactants Cl[C:2]1[N:3]=[C:4]([N:19]2[CH2:24][CH2:23][O:22][CH2:21][CH2:20]2)[C:5]2[S:10][C:9]([NH:11][C:12](=[O:18])[CH2:13][C:14]([CH3:17])([CH3:16])[CH3:15])=[CH:8][C:6]=2[N:7]=1.CC1(C)C(C)(C)OB([C:33]2[CH:41]=[CH:40][CH:39]=[C:38]3[C:34]=2[CH:35]=[N:36][NH:37]3)O1, predict the reaction product. The product is: [NH:37]1[C:38]2[C:34](=[C:33]([C:2]3[N:3]=[C:4]([N:19]4[CH2:24][CH2:23][O:22][CH2:21][CH2:20]4)[C:5]4[S:10][C:9]([NH:11][C:12](=[O:18])[CH2:13][C:14]([CH3:17])([CH3:16])[CH3:15])=[CH:8][C:6]=4[N:7]=3)[CH:41]=[CH:40][CH:39]=2)[CH:35]=[N:36]1. (2) Given the reactants [Cl:1][C:2]1[CH:3]=[CH:4][C:5]2[CH2:12][CH2:11][N:10]([CH3:13])[CH2:9][CH2:8][N:7](N)[C:6]=2[CH:15]=1.[C:16]1(=O)[CH2:21][CH2:20][CH2:19][CH2:18][CH2:17]1.O.C1(C)C=CC(S(O)(=O)=O)=CC=1, predict the reaction product. The product is: [Cl:1][C:2]1[CH:3]=[CH:4][C:5]2[CH2:12][CH2:11][N:10]([CH3:13])[CH2:9][CH2:8][N:7]3[C:6]=2[C:15]=1[C:16]1[CH2:21][CH2:20][CH2:19][CH2:18][C:17]=13.